From a dataset of Peptide-MHC class I binding affinity with 185,985 pairs from IEDB/IMGT. Regression. Given a peptide amino acid sequence and an MHC pseudo amino acid sequence, predict their binding affinity value. This is MHC class I binding data. (1) The peptide sequence is VGNIYRRW. The MHC is Mamu-B3901 with pseudo-sequence Mamu-B3901. The binding affinity (normalized) is 0.189. (2) The binding affinity (normalized) is 0.632. The peptide sequence is RASFIEVKTC. The MHC is HLA-B57:01 with pseudo-sequence HLA-B57:01. (3) The peptide sequence is ATDKAAAAY. The MHC is HLA-A24:02 with pseudo-sequence HLA-A24:02. The binding affinity (normalized) is 0.149. (4) The MHC is HLA-A02:06 with pseudo-sequence HLA-A02:06. The peptide sequence is FLLALLSCI. The binding affinity (normalized) is 0.748. (5) The peptide sequence is LSDDAVVCY. The MHC is HLA-A03:01 with pseudo-sequence HLA-A03:01. The binding affinity (normalized) is 0.156. (6) The peptide sequence is MQSYNSVPI. The MHC is HLA-A32:01 with pseudo-sequence HLA-A32:01. The binding affinity (normalized) is 0.915. (7) The peptide sequence is ECSDSPLVL. The MHC is HLA-A26:01 with pseudo-sequence HLA-A26:01. The binding affinity (normalized) is 0.